Dataset: Full USPTO retrosynthesis dataset with 1.9M reactions from patents (1976-2016). Task: Predict the reactants needed to synthesize the given product. Given the product [NH2:23][C:4]1[C:3]2[C:8](=[CH:9][C:10]([Cl:12])=[CH:11][C:2]=2[Cl:1])[N:7]=[C:6]([C:13]([O:15][CH2:16][CH3:17])=[O:14])[CH:5]=1, predict the reactants needed to synthesize it. The reactants are: [Cl:1][C:2]1[CH:11]=[C:10]([Cl:12])[CH:9]=[C:8]2[C:3]=1[C:4](=O)[CH:5]=[C:6]([C:13]([O:15][CH2:16][CH3:17])=[O:14])[NH:7]2.ClS([N:23]=C=O)(=O)=O.Cl.